From a dataset of Catalyst prediction with 721,799 reactions and 888 catalyst types from USPTO. Predict which catalyst facilitates the given reaction. Reactant: [C:1]([O:5][C:6](=[O:40])[N:7]([C@H:9]([C:11](=[O:39])[NH:12][C@@H:13]1[C:19](=[O:20])[N:18]([CH2:21][C:22]2[C:31]3[C:26](=[CH:27][C:28]([Br:32])=[CH:29][CH:30]=3)[CH:25]=[CH:24][C:23]=2[O:33][CH3:34])[C:17]2[CH:35]=[CH:36][CH:37]=[CH:38][C:16]=2[NH:15][CH2:14]1)[CH3:10])[CH3:8])([CH3:4])([CH3:3])[CH3:2].[C:41]([O:52][CH3:53])(=[O:51])[C:42]1[CH:50]=[CH:49][C:45]([C:46]([O-])=[O:47])=[CH:44][CH:43]=1.O=P(Cl)(Cl)Cl.C(O)(=O)CC(CC(O)=O)(C(O)=O)O. Product: [CH3:53][O:52][C:41](=[O:51])[C:42]1[CH:50]=[CH:49][C:45]([C:46]([N:15]2[CH2:14][C@H:13]([NH:12][C:11](=[O:39])[C@@H:9]([N:7]([C:6]([O:5][C:1]([CH3:2])([CH3:3])[CH3:4])=[O:40])[CH3:8])[CH3:10])[C:19](=[O:20])[N:18]([CH2:21][C:22]3[C:31]4[C:26](=[CH:27][C:28]([Br:32])=[CH:29][CH:30]=4)[CH:25]=[CH:24][C:23]=3[O:33][CH3:34])[C:17]3[CH:35]=[CH:36][CH:37]=[CH:38][C:16]2=3)=[O:47])=[CH:44][CH:43]=1. The catalyst class is: 17.